The task is: Predict which catalyst facilitates the given reaction.. This data is from Catalyst prediction with 721,799 reactions and 888 catalyst types from USPTO. (1) Reactant: [C:1]([C:4]1[CH:9]=[CH:8][C:7](OS(C2C=CC(C)=CC=2)(=O)=O)=[C:6]([O:21][CH3:22])[CH:5]=1)(=[O:3])[CH3:2].[C:23]([C:25]1[CH2:30][CH2:29][CH2:28][CH2:27][CH:26]=1)#[CH:24]. Product: [C:25]1([C:23]#[C:24][C:7]2[CH:8]=[CH:9][C:4]([C:1](=[O:3])[CH3:2])=[CH:5][C:6]=2[O:21][CH3:22])[CH2:30][CH2:29][CH2:28][CH2:27][CH:26]=1. The catalyst class is: 2. (2) Reactant: [F:1][C:2]([F:38])([F:37])[C:3]1[CH:4]=[C:5]([CH:30]=[C:31]([C:33]([F:36])([F:35])[F:34])[CH:32]=1)[CH2:6][NH:7][CH2:8][C:9]1[CH:14]=[C:13]([C:15]([F:18])([F:17])[F:16])[CH:12]=[CH:11][C:10]=1[C:19]1[CH:24]=[C:23]([CH:25]([CH3:27])[CH3:26])[CH:22]=[CH:21][C:20]=1[O:28][CH3:29].[N:39]#[C:40]Br.C(=O)(O)[O-].[Na+]. Product: [F:1][C:2]([F:37])([F:38])[C:3]1[CH:4]=[C:5]([CH:30]=[C:31]([C:33]([F:36])([F:34])[F:35])[CH:32]=1)[CH2:6][N:7]([CH2:8][C:9]1[CH:14]=[C:13]([C:15]([F:18])([F:17])[F:16])[CH:12]=[CH:11][C:10]=1[C:19]1[CH:24]=[C:23]([CH:25]([CH3:26])[CH3:27])[CH:22]=[CH:21][C:20]=1[O:28][CH3:29])[C:40]#[N:39]. The catalyst class is: 8. (3) Reactant: [OH-].[Na+].[F:3][C:4]1[CH:9]=[CH:8][C:7]([CH:10]2[N:15]([CH2:16][C:17]([O:19]C)=[O:18])[C:14](=[O:21])[C:13]3([CH2:27][O:26][CH2:25][CH2:24][O:23][CH2:22]3)[N:12]([C:28]([O:30][C:31]([CH3:34])([CH3:33])[CH3:32])=[O:29])[CH2:11]2)=[CH:6][CH:5]=1. Product: [C:31]([O:30][C:28]([N:12]1[C:13]2([CH2:27][O:26][CH2:25][CH2:24][O:23][CH2:22]2)[C:14](=[O:21])[N:15]([CH2:16][C:17]([OH:19])=[O:18])[CH:10]([C:7]2[CH:6]=[CH:5][C:4]([F:3])=[CH:9][CH:8]=2)[CH2:11]1)=[O:29])([CH3:34])([CH3:32])[CH3:33]. The catalyst class is: 5. (4) Reactant: [NH2:1][NH2:2].[Cl:3][C:4]1[CH:9]=[C:8](Cl)[N:7]=[C:6]([S:11][CH3:12])[N:5]=1. Product: [Cl:3][C:4]1[N:5]=[C:6]([S:11][CH3:12])[N:7]=[C:8]([NH:1][NH2:2])[CH:9]=1. The catalyst class is: 4. (5) Reactant: [N+:1]([C:4]1[CH:5]=[CH:6][C:7]2[C:8]3[C:13]([C:14](=[O:18])[NH:15][C:16]=2[CH:17]=1)=[CH:12][CH:11]=[CH:10][CH:9]=3)([O-])=O. Product: [NH2:1][C:4]1[CH:5]=[CH:6][C:7]2[C:8]3[C:13]([C:14](=[O:18])[NH:15][C:16]=2[CH:17]=1)=[CH:12][CH:11]=[CH:10][CH:9]=3. The catalyst class is: 394. (6) Reactant: [Br:1][C:2]1[N:24]=[C:5]2[CH:6]=[C:7]([NH:10][C:11]([C:13]3[N:17]([CH3:18])[N:16]=[CH:15][C:14]=3[C:19]([O:21]CC)=[O:20])=[O:12])[CH:8]=[CH:9][N:4]2[N:3]=1.O.[OH-].[Li+]. Product: [Br:1][C:2]1[N:24]=[C:5]2[CH:6]=[C:7]([NH:10][C:11]([C:13]3[N:17]([CH3:18])[N:16]=[CH:15][C:14]=3[C:19]([OH:21])=[O:20])=[O:12])[CH:8]=[CH:9][N:4]2[N:3]=1. The catalyst class is: 6. (7) Reactant: CCN(C(C)C)C(C)C.[CH3:10][C:11]1([NH:15][S:16]([C:19]2[CH:20]=[C:21]([CH:25]=[CH:26][CH:27]=2)[C:22]([OH:24])=O)(=[O:18])=[O:17])[CH2:14][O:13][CH2:12]1.CN(C(ON1N=NC2C=CC=NC1=2)=[N+](C)C)C.F[P-](F)(F)(F)(F)F.[Br:52][C:53]1[CH:54]=[C:55]([CH:57]=[CH:58][C:59]=1[F:60])[NH2:56]. Product: [Br:52][C:53]1[CH:54]=[C:55]([NH:56][C:22](=[O:24])[C:21]2[CH:25]=[CH:26][CH:27]=[C:19]([S:16](=[O:17])(=[O:18])[NH:15][C:11]3([CH3:10])[CH2:12][O:13][CH2:14]3)[CH:20]=2)[CH:57]=[CH:58][C:59]=1[F:60]. The catalyst class is: 3. (8) Reactant: CC(OC([NH:8][C:9]1([C:15]([O:17][CH3:18])=[O:16])[CH2:14][CH2:13][O:12][CH2:11][CH2:10]1)=O)(C)C.C(O)(C(F)(F)F)=O. Product: [NH2:8][C:9]1([C:15]([O:17][CH3:18])=[O:16])[CH2:10][CH2:11][O:12][CH2:13][CH2:14]1. The catalyst class is: 2. (9) Reactant: C(N(CC)CC)C.Cl.[Cl:9][C:10]1[CH:15]=[CH:14][C:13]([CH:16]2[CH2:21][CH2:20][CH2:19][NH:18][CH2:17]2)=[C:12]([C:22]([F:25])([F:24])[F:23])[CH:11]=1.[NH:26]1[CH:30]=[C:29]([C:31](O)=[O:32])[CH:28]=[N:27]1.C(Cl)CCl.O.ON1C2C=CC=CC=2N=N1. Product: [Cl:9][C:10]1[CH:15]=[CH:14][C:13]([CH:16]2[CH2:21][CH2:20][CH2:19][N:18]([C:31]([C:29]3[CH:30]=[N:26][NH:27][CH:28]=3)=[O:32])[CH2:17]2)=[C:12]([C:22]([F:25])([F:23])[F:24])[CH:11]=1. The catalyst class is: 2. (10) Reactant: [NH2:1][C:2]1[CH:7]=[C:6]([Cl:8])[C:5]([O:9][CH3:10])=[CH:4][C:3]=1[CH2:11][CH:12](O)[CH:13]([CH3:16])[CH2:14][CH3:15].C(=O)([O-])[O-].[K+].[K+].BrC1C(C)=CC(C)=CC=1C.CN(C)C=O. Product: [Cl:8][C:6]1[CH:7]=[C:2]2[C:3]([CH:11]=[C:12]([CH:13]([CH3:16])[CH2:14][CH3:15])[NH:1]2)=[CH:4][C:5]=1[O:9][CH3:10]. The catalyst class is: 103.